From a dataset of Forward reaction prediction with 1.9M reactions from USPTO patents (1976-2016). Predict the product of the given reaction. (1) Given the reactants [NH2:1][CH:2]([CH2:18][C:19]1[CH:24]=[C:23]([F:25])[CH:22]=[C:21]([F:26])[CH:20]=1)[CH:3]([OH:17])[CH2:4][NH:5][C:6]1([C:9]2[CH:14]=[CH:13][CH:12]=[C:11]([CH2:15][CH3:16])[CH:10]=2)[CH2:8][CH2:7]1.[C:27]1(=[O:34])[O:33][C:31](=[O:32])[CH2:30][CH2:29][CH2:28]1, predict the reaction product. The product is: [F:26][C:21]1[CH:20]=[C:19]([CH:24]=[C:23]([F:25])[CH:22]=1)[CH2:18][C@H:2]([NH:1][C:27](=[O:34])[CH2:28][CH2:29][CH2:30][C:31]([OH:33])=[O:32])[C@H:3]([OH:17])[CH2:4][NH:5][C:6]1([C:9]2[CH:14]=[CH:13][CH:12]=[C:11]([CH2:15][CH3:16])[CH:10]=2)[CH2:8][CH2:7]1. (2) Given the reactants C([O:5][C:6](=[O:44])[CH2:7][CH2:8][N:9]([C:11](=[O:43])[C:12]1[CH:17]=[CH:16][C:15]([O:18][CH:19]([C:27]2[CH:32]=[CH:31][C:30]([C:33]3[CH:38]=[CH:37][C:36]([C:39]([F:42])([F:41])[F:40])=[CH:35][CH:34]=3)=[CH:29][CH:28]=2)[CH2:20][CH:21]2[CH2:26][CH2:25][CH2:24][CH2:23][CH2:22]2)=[CH:14][CH:13]=1)[CH3:10])(C)(C)C.[Li+].[OH-].Cl, predict the reaction product. The product is: [CH:21]1([CH2:20][CH:19]([C:27]2[CH:28]=[CH:29][C:30]([C:33]3[CH:38]=[CH:37][C:36]([C:39]([F:40])([F:41])[F:42])=[CH:35][CH:34]=3)=[CH:31][CH:32]=2)[O:18][C:15]2[CH:16]=[CH:17][C:12]([C:11]([N:9]([CH3:10])[CH2:8][CH2:7][C:6]([OH:44])=[O:5])=[O:43])=[CH:13][CH:14]=2)[CH2:22][CH2:23][CH2:24][CH2:25][CH2:26]1.